This data is from Catalyst prediction with 721,799 reactions and 888 catalyst types from USPTO. The task is: Predict which catalyst facilitates the given reaction. (1) Reactant: Br[C:2]1[CH:3]=[C:4]2[C:9](=[C:10]3[CH:15]=[CH:14][CH:13]=[CH:12][C:11]=13)[N:8]=[CH:7][N:6]([CH:16]1[CH2:21][CH2:20][N:19]([C:22]([O:24][C:25]([CH3:28])([CH3:27])[CH3:26])=[O:23])[CH2:18][CH:17]1[OH:29])[C:5]2=[O:30].[Cl-].[Cl:32][C:33]1[CH:38]=[CH:37][C:36]([CH2:39][Zn+])=[CH:35][N:34]=1. Product: [Cl:32][C:33]1[N:34]=[CH:35][C:36]([CH2:39][C:2]2[CH:3]=[C:4]3[C:9](=[C:10]4[CH:15]=[CH:14][CH:13]=[CH:12][C:11]=24)[N:8]=[CH:7][N:6]([CH:16]2[CH2:21][CH2:20][N:19]([C:22]([O:24][C:25]([CH3:26])([CH3:28])[CH3:27])=[O:23])[CH2:18][CH:17]2[OH:29])[C:5]3=[O:30])=[CH:37][CH:38]=1. The catalyst class is: 4. (2) Reactant: C[O:2][C:3]([C:5]1[CH:10]=[CH:9][C:8]([C:11]2[CH:16]=[C:15]([NH:17][C:18]([C:20]3[CH:24]=[CH:23][O:22][CH:21]=3)=[O:19])[CH:14]=[CH:13][C:12]=2[CH3:25])=[CH:7][CH:6]=1)=[O:4].[O:22]1[CH:23]=[CH:24][C:20]([C:18]([NH:17][C:15]2[CH:14]=[CH:13][C:12]([CH3:25])=[C:11]([C:8]3[CH:7]=[CH:6][C:5]([C:3]([OH:2])=[O:4])=[CH:10][CH:9]=3)[CH:16]=2)=[O:19])=[CH:21]1.O.[OH-].[Li+]. Product: [O:22]1[CH:23]=[CH:24][C:20]([C:18]([NH:17][C:15]2[CH:14]=[CH:13][C:12]([CH3:25])=[C:11]([C:8]3[CH:9]=[CH:10][C:5]([C:3]([OH:4])=[O:2])=[CH:6][CH:7]=3)[CH:16]=2)=[O:19])=[CH:21]1. The catalyst class is: 20.